Dataset: Full USPTO retrosynthesis dataset with 1.9M reactions from patents (1976-2016). Task: Predict the reactants needed to synthesize the given product. (1) Given the product [OH:1][C:2]1[C:3]([O:30][CH3:31])=[CH:4][C:5]([CH:11]2[C:16]([C:17]3[CH:18]=[CH:19][CH:20]=[CH:21][CH:22]=3)=[C:15]([C:23]3[CH:28]=[CH:27][CH:26]=[CH:25][CH:24]=3)[NH:14][C:13](=[O:29])[NH:12]2)=[CH:6][C:7]=1[NH:8][S:41]([CH3:44])(=[O:43])=[O:42], predict the reactants needed to synthesize it. The reactants are: [OH:1][C:2]1[C:7]([N+:8]([O-])=O)=[CH:6][C:5]([CH:11]2[C:16]([C:17]3[CH:22]=[CH:21][CH:20]=[CH:19][CH:18]=3)=[C:15]([C:23]3[CH:28]=[CH:27][CH:26]=[CH:25][CH:24]=3)[NH:14][C:13](=[O:29])[NH:12]2)=[CH:4][C:3]=1[O:30][CH3:31].[NH4+].[Cl-].CCN(CC)CC.[S:41](Cl)([CH3:44])(=[O:43])=[O:42]. (2) The reactants are: CO[C:3](=O)[CH2:4][C:5]1[CH:10]=[CH:9][CH:8]=[C:7]([C:11]2[NH:12][C:13]3[C:18]([CH:19]=2)=[CH:17][C:16]([Cl:20])=[CH:15][C:14]=3[NH:21][CH:22]2[CH2:27][CH2:26][O:25][CH2:24][CH2:23]2)[CH:6]=1.[O:29]=[S:30]1(=[O:36])[CH2:35][CH2:34][NH:33][CH2:32][CH2:31]1. Given the product [Cl:20][C:16]1[CH:17]=[C:18]2[C:13](=[C:14]([NH:21][CH:22]3[CH2:27][CH2:26][O:25][CH2:24][CH2:23]3)[CH:15]=1)[NH:12][C:11]([C:7]1[CH:8]=[CH:9][CH:10]=[C:5]([CH2:4][CH2:3][N:33]3[CH2:34][CH2:35][S:30](=[O:36])(=[O:29])[CH2:31][CH2:32]3)[CH:6]=1)=[CH:19]2, predict the reactants needed to synthesize it. (3) Given the product [C:1]([O:4][CH:5]1[C:9]2=[N:10][CH:11]=[C:12]([NH:32][C:54]([C:42]3[N:43]=[C:44]([C:46]4[C:51]([F:52])=[CH:50][CH:49]=[CH:48][C:47]=4[F:53])[S:45][C:41]=3[NH:40][C:38]([O:37][C:33]([CH3:36])([CH3:35])[CH3:34])=[O:39])=[O:55])[C:13]([N:14]3[CH2:19][C@H:18]([C:20]([F:22])([F:21])[F:23])[CH2:17][C@H:16]([NH:24][C:25]([O:27][C:28]([CH3:31])([CH3:30])[CH3:29])=[O:26])[CH2:15]3)=[C:8]2[CH2:7][CH2:6]1)(=[O:3])[CH3:2], predict the reactants needed to synthesize it. The reactants are: [C:1]([O:4][CH:5]1[C:9]2=[N:10][CH:11]=[C:12]([NH2:32])[C:13]([N:14]3[CH2:19][C@H:18]([C:20]([F:23])([F:22])[F:21])[CH2:17][C@H:16]([NH:24][C:25]([O:27][C:28]([CH3:31])([CH3:30])[CH3:29])=[O:26])[CH2:15]3)=[C:8]2[CH2:7][CH2:6]1)(=[O:3])[CH3:2].[C:33]([O:37][C:38]([NH:40][C:41]1[S:45][C:44]([C:46]2[C:51]([F:52])=[CH:50][CH:49]=[CH:48][C:47]=2[F:53])=[N:43][C:42]=1[C:54](O)=[O:55])=[O:39])([CH3:36])([CH3:35])[CH3:34].CN(C(ON1N=NC2C=CC=NC1=2)=[N+](C)C)C.F[P-](F)(F)(F)(F)F.CCN(C(C)C)C(C)C. (4) Given the product [CH2:13]([O:20][C:21]1[CH:26]=[CH:25][C:24]([CH2:27][C:28]([N:1]2[CH2:5][CH2:4][C:3]([C:6]3[CH:11]=[CH:10][C:9]([OH:12])=[CH:8][CH:7]=3)=[N:2]2)=[O:29])=[CH:23][C:22]=1[O:31][CH3:32])[C:14]1[CH:19]=[CH:18][CH:17]=[CH:16][CH:15]=1, predict the reactants needed to synthesize it. The reactants are: [NH:1]1[CH2:5][CH2:4][C:3]([C:6]2[CH:11]=[CH:10][C:9]([OH:12])=[CH:8][CH:7]=2)=[N:2]1.[CH2:13]([O:20][C:21]1[CH:26]=[CH:25][C:24]([CH2:27][C:28](O)=[O:29])=[CH:23][C:22]=1[O:31][CH3:32])[C:14]1[CH:19]=[CH:18][CH:17]=[CH:16][CH:15]=1.